From a dataset of Full USPTO retrosynthesis dataset with 1.9M reactions from patents (1976-2016). Predict the reactants needed to synthesize the given product. Given the product [CH3:19][C:18](=[CH2:17])[CH2:20][N:13]1[CH2:14][CH2:15][N:10]([C:7]2[CH:6]=[CH:5][C:4]([N+:1]([O-:3])=[O:2])=[CH:9][CH:8]=2)[CH2:11][CH2:12]1, predict the reactants needed to synthesize it. The reactants are: [N+:1]([C:4]1[CH:9]=[CH:8][C:7]([N:10]2[CH2:15][CH2:14][NH:13][CH2:12][CH2:11]2)=[CH:6][CH:5]=1)([O-:3])=[O:2].Cl[CH2:17][C:18]([CH3:20])=[CH2:19].C(N(CC)CC)C.